This data is from NCI-60 drug combinations with 297,098 pairs across 59 cell lines. The task is: Regression. Given two drug SMILES strings and cell line genomic features, predict the synergy score measuring deviation from expected non-interaction effect. (1) Drug 1: C1=NC2=C(N1)C(=S)N=C(N2)N. Drug 2: CC(C1=C(C=CC(=C1Cl)F)Cl)OC2=C(N=CC(=C2)C3=CN(N=C3)C4CCNCC4)N. Cell line: HCT116. Synergy scores: CSS=43.3, Synergy_ZIP=-2.92, Synergy_Bliss=-4.25, Synergy_Loewe=-5.19, Synergy_HSA=-1.57. (2) Drug 1: CC1=C(N=C(N=C1N)C(CC(=O)N)NCC(C(=O)N)N)C(=O)NC(C(C2=CN=CN2)OC3C(C(C(C(O3)CO)O)O)OC4C(C(C(C(O4)CO)O)OC(=O)N)O)C(=O)NC(C)C(C(C)C(=O)NC(C(C)O)C(=O)NCCC5=NC(=CS5)C6=NC(=CS6)C(=O)NCCC[S+](C)C)O. Drug 2: C1CC(=O)NC(=O)C1N2C(=O)C3=CC=CC=C3C2=O. Cell line: NCI-H226. Synergy scores: CSS=16.6, Synergy_ZIP=-1.31, Synergy_Bliss=2.81, Synergy_Loewe=-7.80, Synergy_HSA=2.95. (3) Drug 1: CNC(=O)C1=CC=CC=C1SC2=CC3=C(C=C2)C(=NN3)C=CC4=CC=CC=N4. Drug 2: C1C(C(OC1N2C=C(C(=O)NC2=O)F)CO)O. Cell line: A549. Synergy scores: CSS=24.5, Synergy_ZIP=-8.53, Synergy_Bliss=-14.8, Synergy_Loewe=-22.8, Synergy_HSA=-12.5. (4) Drug 1: C1=C(C(=O)NC(=O)N1)N(CCCl)CCCl. Drug 2: CC12CCC3C(C1CCC2O)C(CC4=C3C=CC(=C4)O)CCCCCCCCCS(=O)CCCC(C(F)(F)F)(F)F. Cell line: MCF7. Synergy scores: CSS=34.6, Synergy_ZIP=-3.66, Synergy_Bliss=-3.22, Synergy_Loewe=4.81, Synergy_HSA=5.82. (5) Drug 1: CS(=O)(=O)C1=CC(=C(C=C1)C(=O)NC2=CC(=C(C=C2)Cl)C3=CC=CC=N3)Cl. Drug 2: C1=C(C(=O)NC(=O)N1)F. Cell line: UACC62. Synergy scores: CSS=33.4, Synergy_ZIP=-10.3, Synergy_Bliss=-13.4, Synergy_Loewe=-18.7, Synergy_HSA=-13.4. (6) Drug 1: CN1CCC(CC1)COC2=C(C=C3C(=C2)N=CN=C3NC4=C(C=C(C=C4)Br)F)OC. Drug 2: COC1=C2C(=CC3=C1OC=C3)C=CC(=O)O2. Cell line: LOX IMVI. Synergy scores: CSS=13.7, Synergy_ZIP=-0.306, Synergy_Bliss=5.01, Synergy_Loewe=-5.26, Synergy_HSA=3.85.